From a dataset of Full USPTO retrosynthesis dataset with 1.9M reactions from patents (1976-2016). Predict the reactants needed to synthesize the given product. Given the product [Br:3][C:4]1[CH:5]=[C:6]([Cl:15])[CH:7]=[C:8]2[C:12]=1[N:11]([CH2:21][O:20][CH2:19][CH2:18][Si:17]([CH3:24])([CH3:23])[CH3:16])[CH:10]=[C:9]2[C:13]#[N:14], predict the reactants needed to synthesize it. The reactants are: [H-].[Na+].[Br:3][C:4]1[CH:5]=[C:6]([Cl:15])[CH:7]=[C:8]2[C:12]=1[NH:11][CH:10]=[C:9]2[C:13]#[N:14].[CH3:16][Si:17]([CH3:24])([CH3:23])[CH2:18][CH2:19][O:20][CH2:21]Cl.